Dataset: Full USPTO retrosynthesis dataset with 1.9M reactions from patents (1976-2016). Task: Predict the reactants needed to synthesize the given product. (1) Given the product [Cl:13][C:14]1[CH:22]=[CH:21][C:17]([C:18]([N:9]2[CH2:8][CH2:1][CH2:3][CH2:11][CH2:10]2)=[O:20])=[CH:16][C:15]=1[N+:23]([O-:25])=[O:24], predict the reactants needed to synthesize it. The reactants are: [C:1]([C:8]1[NH:9][CH:10]=[CH:11]N=1)([C:3]1NC=CN=1)=O.[Cl:13][C:14]1[CH:22]=[CH:21][C:17]([C:18]([OH:20])=O)=[CH:16][C:15]=1[N+:23]([O-:25])=[O:24].N1CCCCC1. (2) The reactants are: C([BH-](CC)CC)C.[Li+].[C:9]([O:11][C:12]1[CH:17]=[CH:16][C:15]([C:18]2[CH:23]=[CH:22][CH:21]=[CH:20][CH:19]=2)=[CH:14][CH:13]=1)#[CH:10].[I:24]I. Given the product [I:24]/[CH:10]=[CH:9]/[O:11][C:12]1[CH:17]=[CH:16][C:15]([C:18]2[CH:23]=[CH:22][CH:21]=[CH:20][CH:19]=2)=[CH:14][CH:13]=1, predict the reactants needed to synthesize it. (3) Given the product [NH2:24][S:21]([C:18]1[CH:17]=[CH:16][C:15]([C:14]([NH:13][C@@H:8]2[CH2:9][CH2:10][CH2:11][CH2:12][C@@H:7]2[NH:6][C:4](=[O:5])[CH2:3][NH:2][C:42]([NH:41][C:36]2[CH:37]=[CH:38][CH:39]=[CH:40][C:35]=2[C:34]([F:33])([F:44])[F:45])=[O:43])=[O:25])=[CH:20][CH:19]=1)(=[O:23])=[O:22], predict the reactants needed to synthesize it. The reactants are: Br.[NH2:2][CH2:3][C:4]([NH:6][C@H:7]1[CH2:12][CH2:11][CH2:10][CH2:9][C@H:8]1[NH:13][C:14](=[O:25])[C:15]1[CH:20]=[CH:19][C:18]([S:21]([NH2:24])(=[O:23])=[O:22])=[CH:17][CH:16]=1)=[O:5].CN1CCOCC1.[F:33][C:34]([F:45])([F:44])[C:35]1[CH:40]=[CH:39][CH:38]=[CH:37][C:36]=1[N:41]=[C:42]=[O:43].CCOC(C)=O. (4) Given the product [NH2:25][C:24]1[N:10]([C:4]2[CH:5]=[CH:6][C:7]([F:9])=[CH:8][C:3]=2[Cl:2])[N:11]=[CH:20][C:21]=1[C:22]#[N:23], predict the reactants needed to synthesize it. The reactants are: Cl.[Cl:2][C:3]1[CH:8]=[C:7]([F:9])[CH:6]=[CH:5][C:4]=1[NH:10][NH2:11].C(Cl)Cl.[OH-].[Na+].C(O[CH:20]=[C:21]([C:24]#[N:25])[C:22]#[N:23])C.